Dataset: Forward reaction prediction with 1.9M reactions from USPTO patents (1976-2016). Task: Predict the product of the given reaction. (1) Given the reactants [C:1]1([CH2:11][CH2:12][O:13][CH2:14][CH2:15][OH:16])[C:10]2[C:5](=[CH:6][CH:7]=[CH:8][CH:9]=2)[CH:4]=[CH:3][CH:2]=1.Br[CH2:18][CH2:19][C:20]#[N:21].[OH-].[Na+], predict the reaction product. The product is: [C:1]1([CH2:11][CH2:12][O:13][CH2:14][CH2:15][O:16][CH2:18][CH2:19][C:20]#[N:21])[C:10]2[C:5](=[CH:6][CH:7]=[CH:8][CH:9]=2)[CH:4]=[CH:3][CH:2]=1. (2) The product is: [ClH:16].[N+:1]([C:4]1[CH:5]=[CH:6][C:7]([CH2:10][C:11](=[NH:23])[NH2:12])=[CH:8][CH:9]=1)([O-:3])=[O:2]. Given the reactants [N+:1]([C:4]1[CH:9]=[CH:8][C:7]([CH2:10][C:11]#[N:12])=[CH:6][CH:5]=1)([O-:3])=[O:2].C(O)C.[ClH:16].O1CCOCC1.[NH3:23], predict the reaction product. (3) Given the reactants [Cl:1][C:2]1[CH:3]=[C:4]([CH:25]=[CH:26][C:27]=1[Cl:28])[CH2:5][N:6]1[C:15](=[O:16])[C:14]2[C:9](=[CH:10][CH:11]=[C:12]([NH:17][C:18](=[O:24])[CH2:19][O:20]C(=O)C)[CH:13]=2)[N:8]=[CH:7]1.[Li+].[OH-], predict the reaction product. The product is: [Cl:1][C:2]1[CH:3]=[C:4]([CH:25]=[CH:26][C:27]=1[Cl:28])[CH2:5][N:6]1[C:15](=[O:16])[C:14]2[C:9](=[CH:10][CH:11]=[C:12]([NH:17][C:18](=[O:24])[CH2:19][OH:20])[CH:13]=2)[N:8]=[CH:7]1. (4) Given the reactants [CH3:1][C:2]1[N:3]=[C:4]2[N:8]([C:9]=1[C:10]([OH:12])=O)[CH:7]=[CH:6][S:5]2.CN(C(ON1N=NC2C=CC=CC1=2)=[N+](C)C)C.[B-](F)(F)(F)F.CCN(C(C)C)C(C)C.[C:44]([O:48][C:49]([N:51]1[CH2:56][CH2:55][CH2:54][CH2:53][C@H:52]1[CH2:57][NH2:58])=[O:50])([CH3:47])([CH3:46])[CH3:45], predict the reaction product. The product is: [C:44]([O:48][C:49]([N:51]1[CH2:56][CH2:55][CH2:54][CH2:53][C@H:52]1[CH2:57][NH:58][C:10]([C:9]1[N:8]2[C:4]([S:5][CH:6]=[CH:7]2)=[N:3][C:2]=1[CH3:1])=[O:12])=[O:50])([CH3:47])([CH3:46])[CH3:45].